This data is from Full USPTO retrosynthesis dataset with 1.9M reactions from patents (1976-2016). The task is: Predict the reactants needed to synthesize the given product. (1) Given the product [Br:8][C:6]1[CH:7]=[C:2]([N:1]([S:27]([CH3:26])(=[O:29])=[O:28])[S:27]([CH3:26])(=[O:29])=[O:28])[C:3]([NH:9][C:10](=[O:16])[O:11][C:12]([CH3:13])([CH3:15])[CH3:14])=[N:4][CH:5]=1, predict the reactants needed to synthesize it. The reactants are: [NH2:1][C:2]1[C:3]([NH:9][C:10](=[O:16])[O:11][C:12]([CH3:15])([CH3:14])[CH3:13])=[N:4][CH:5]=[C:6]([Br:8])[CH:7]=1.C(N(C(C)C)CC)(C)C.[CH3:26][S:27](Cl)(=[O:29])=[O:28]. (2) Given the product [N:37]1([C:42]2[CH:43]=[C:44]([NH:45][C:8]([C:5]3[CH2:6][CH2:7][O:1][C:2]4[CH:14]=[CH:13][CH:12]=[CH:11][C:3]=4[CH:4]=3)=[O:10])[CH:46]=[CH:47][CH:48]=2)[CH:41]=[CH:40][N:39]=[CH:38]1, predict the reactants needed to synthesize it. The reactants are: [O:1]1[CH2:7][CH2:6][C:5]([C:8]([OH:10])=O)=[CH:4][C:3]2[CH:11]=[CH:12][CH:13]=[CH:14][C:2]1=2.ON1C2C=CC=CC=2N=N1.Cl.C(N=C=NCCCN(C)C)C.[N:37]1([C:42]2[CH:43]=[C:44]([CH:46]=[CH:47][CH:48]=2)[NH2:45])[CH:41]=[CH:40][N:39]=[CH:38]1. (3) Given the product [CH2:29]([O:36][C:37]1[CH:42]=[CH:41][N:40]([C:2]2[CH:3]=[CH:4][C:5]3[C:6]4[CH2:21][N:20]([C:22]([O:24][C:25]([CH3:27])([CH3:28])[CH3:26])=[O:23])[CH2:19][CH2:18][C:7]=4[NH:8][C:9]=3[CH:10]=2)[C:39](=[O:43])[CH:38]=1)[C:30]1[CH:31]=[CH:32][CH:33]=[CH:34][CH:35]=1, predict the reactants needed to synthesize it. The reactants are: Br[C:2]1[CH:3]=[CH:4][C:5]2[C:6]3[CH2:21][N:20]([C:22]([O:24][C:25]([CH3:28])([CH3:27])[CH3:26])=[O:23])[CH2:19][CH2:18][C:7]=3[N:8](C(OC(C)(C)C)=O)[C:9]=2[CH:10]=1.[CH2:29]([O:36][C:37]1[CH:42]=[CH:41][NH:40][C:39](=[O:43])[CH:38]=1)[C:30]1[CH:35]=[CH:34][CH:33]=[CH:32][CH:31]=1.